From a dataset of NCI-60 drug combinations with 297,098 pairs across 59 cell lines. Regression. Given two drug SMILES strings and cell line genomic features, predict the synergy score measuring deviation from expected non-interaction effect. (1) Drug 1: CC(C1=C(C=CC(=C1Cl)F)Cl)OC2=C(N=CC(=C2)C3=CN(N=C3)C4CCNCC4)N. Drug 2: N.N.Cl[Pt+2]Cl. Cell line: KM12. Synergy scores: CSS=31.1, Synergy_ZIP=-4.16, Synergy_Bliss=-4.76, Synergy_Loewe=-25.1, Synergy_HSA=-3.65. (2) Drug 2: COC1=C2C(=CC3=C1OC=C3)C=CC(=O)O2. Synergy scores: CSS=50.8, Synergy_ZIP=0.0620, Synergy_Bliss=-0.506, Synergy_Loewe=-34.3, Synergy_HSA=-2.75. Drug 1: C1=NC2=C(N1)C(=S)N=CN2. Cell line: MDA-MB-435. (3) Drug 1: C(CCl)NC(=O)N(CCCl)N=O. Drug 2: N.N.Cl[Pt+2]Cl. Cell line: MDA-MB-435. Synergy scores: CSS=16.4, Synergy_ZIP=-4.45, Synergy_Bliss=-2.83, Synergy_Loewe=-9.26, Synergy_HSA=-2.92. (4) Drug 1: CC1=C(C=C(C=C1)NC(=O)C2=CC=C(C=C2)CN3CCN(CC3)C)NC4=NC=CC(=N4)C5=CN=CC=C5. Drug 2: C1CCC(C(C1)N)N.C(=O)(C(=O)[O-])[O-].[Pt+4]. Cell line: MALME-3M. Synergy scores: CSS=7.61, Synergy_ZIP=-3.09, Synergy_Bliss=-1.26, Synergy_Loewe=-12.6, Synergy_HSA=-6.27.